Dataset: Catalyst prediction with 721,799 reactions and 888 catalyst types from USPTO. Task: Predict which catalyst facilitates the given reaction. (1) The catalyst class is: 3. Product: [S:51](=[O:53])(=[O:52])([O:1][CH2:2][C@H:3]1[CH2:4][C@@H:5]([NH:19][C:20]2[C:25]([C:26]([C:28]3[S:29][CH:30]=[C:31]([CH2:33][C:34]4[O:35][C:36]([C:39]([F:42])([F:41])[F:40])=[CH:37][CH:38]=4)[CH:32]=3)=[O:27])=[CH:24][N:23]=[CH:22][N:21]=2)[CH2:6][C@@H:7]1[OH:8])[NH2:54]. Reactant: [OH:1][CH2:2][C@@H:3]1[C@@H:7]([O:8][Si](C(C)C)(C(C)C)C(C)C)[CH2:6][C@H:5]([NH:19][C:20]2[C:25]([C:26]([C:28]3[S:29][CH:30]=[C:31]([CH2:33][C:34]4[O:35][C:36]([C:39]([F:42])([F:41])[F:40])=[CH:37][CH:38]=4)[CH:32]=3)=[O:27])=[CH:24][N:23]=[CH:22][N:21]=2)[CH2:4]1.C(N(CC)CC)C.Cl[S:51]([NH2:54])(=[O:53])=[O:52].Cl. (2) Reactant: CS(C)=O.C(Cl)(=O)C(Cl)=O.[OH:11][CH2:12][C:13]12[N:19]([C:20]([O:22][C:23]([CH3:26])([CH3:25])[CH3:24])=[O:21])[CH:16]([CH2:17][CH2:18]1)[CH2:15][CH2:14]2.C(N(CC)CC)C. Product: [CH:12]([C:13]12[N:19]([C:20]([O:22][C:23]([CH3:26])([CH3:25])[CH3:24])=[O:21])[CH:16]([CH2:17][CH2:18]1)[CH2:15][CH2:14]2)=[O:11]. The catalyst class is: 4.